Dataset: Reaction yield outcomes from USPTO patents with 853,638 reactions. Task: Predict the reaction yield, written as a fraction of the theoretical maximum amount of product (1.0 means a 100% yield; for example, 0.34 means a 34% yield). (1) The reactants are [N:1]1[CH:6]=[CH:5][CH:4]=[N:3][CH:2]=1.[Li+].[OH-].CN(C(ON1N=[N:24][C:19]2C=C[CH:22]=[N:23][C:18]1=2)=[N+](C)C)C.F[P-](F)(F)(F)(F)F.CC[N:35]([CH:39]([CH3:41])C)[CH:36]([CH3:38])[CH3:37].[CH2:42]([NH2:52])[C:43]1[CH:51]=[CH:50][C:49]2[O:48][CH2:47][O:46][C:45]=2[CH:44]=1.[CH2:53]1[CH2:57][O:56][CH2:55][CH2:54]1.O. No catalyst specified. The product is [O:48]1[C:49]2[CH:50]=[CH:51][C:43]([CH2:42][NH:52][C:55]([C:54]3[CH:37]=[C:36]4[C:38]([CH:41]=[CH:39][N:35]4[C:6]4[CH:5]=[CH:4][N:3]=[C:2]([N:23]5[CH:18]=[CH:19][N:24]=[CH:22]5)[N:1]=4)=[CH:57][CH:53]=3)=[O:56])=[CH:44][C:45]=2[O:46][CH2:47]1. The yield is 0.0400. (2) The reactants are [Br:1][C:2]1[CH:3]=[C:4]2[C:8](=[C:9]([C:12]([NH2:14])=[O:13])[C:10]=1[F:11])[NH:7][CH:6]=[C:5]2[CH:15]1[CH2:20][CH2:19]S[CH2:17][CH2:16]1.C([O-])(O)=O.[Na+].O[O:27][S:28]([O-:30])=O.[K+].C(Cl)Cl. The catalyst is COCCOC.O.C(N(CC([O-])=O)CC(O)=O)CN(CC([O-])=O)CC(O)=O.[Na+].[Na+]. The product is [Br:1][C:2]1[CH:3]=[C:4]2[C:8](=[C:9]([C:12]([NH2:14])=[O:13])[C:10]=1[F:11])[NH:7][CH:6]=[C:5]2[CH:15]1[CH2:20][CH2:19][S:28](=[O:30])(=[O:27])[CH2:17][CH2:16]1. The yield is 0.190. (3) The reactants are [CH3:1][S:2]([CH2:5][O:6][CH2:7][CH2:8][N:9]1[C:13]2[CH:14]=[CH:15][C:16]([C:18]([OH:20])=O)=[CH:17][C:12]=2[N:11]=[CH:10]1)(=[O:4])=[O:3].[NH:21]1[CH:30]2[CH:25]([CH2:26][CH2:27][CH2:28][CH2:29]2)[CH2:24][CH2:23][CH2:22]1.C1C=CC2N(O)N=NC=2C=1.CCN(C(C)C)C(C)C.CCN=C=NCCCN(C)C.Cl.Cl. The catalyst is CN(C=O)C. The product is [CH3:1][S:2]([CH2:5][O:6][CH2:7][CH2:8][N:9]1[C:13]2[CH:14]=[CH:15][C:16]([C:18]([N:21]3[CH:30]4[CH:25]([CH2:26][CH2:27][CH2:28][CH2:29]4)[CH2:24][CH2:23][CH2:22]3)=[O:20])=[CH:17][C:12]=2[N:11]=[CH:10]1)(=[O:3])=[O:4]. The yield is 0.430. (4) The reactants are [Cl:1][C:2]1[C:3]([O:12][C:13]2[CH:18]=[C:17]([O:19][CH:20]([CH3:22])[CH3:21])[CH:16]=[CH:15][C:14]=2/[CH:23]=[CH:24]/[C:25]([OH:27])=O)=[N:4][CH:5]=[C:6]([C:8]([F:11])([F:10])[F:9])[CH:7]=1.[CH3:28][O:29][CH2:30][CH2:31][CH2:32][S:33]([NH2:36])(=[O:35])=[O:34].N12CCCN=C1CCCCC2. The catalyst is O1CCCC1. The product is [Cl:1][C:2]1[C:3]([O:12][C:13]2[CH:18]=[C:17]([O:19][CH:20]([CH3:22])[CH3:21])[CH:16]=[CH:15][C:14]=2/[CH:23]=[CH:24]/[C:25]([NH:36][S:33]([CH2:32][CH2:31][CH2:30][O:29][CH3:28])(=[O:35])=[O:34])=[O:27])=[N:4][CH:5]=[C:6]([C:8]([F:10])([F:11])[F:9])[CH:7]=1. The yield is 0.370. (5) The reactants are [CH:1]1([C:5]2([OH:17])[CH:11]([OH:12])[CH2:10][NH:9][CH2:8][C:7]3[CH:13]=[CH:14][CH:15]=[CH:16][C:6]2=3)[CH2:4][CH2:3][CH2:2]1.[CH2:18]([N:25]([CH2:32][CH2:33][CH:34]=O)[C:26](=[O:31])[C:27]([F:30])([F:29])[F:28])[C:19]1[CH:24]=[CH:23][CH:22]=[CH:21][CH:20]=1.[BH3-]C#N.[Na+].Cl. The catalyst is CO. The product is [CH2:18]([N:25]([CH2:32][CH2:33][CH2:34][N:9]1[CH2:10][CH:11]([OH:12])[C:5]([CH:1]2[CH2:2][CH2:3][CH2:4]2)([OH:17])[C:6]2[CH:16]=[CH:15][CH:14]=[CH:13][C:7]=2[CH2:8]1)[C:26](=[O:31])[C:27]([F:28])([F:29])[F:30])[C:19]1[CH:20]=[CH:21][CH:22]=[CH:23][CH:24]=1. The yield is 0.760.